From a dataset of Cav3 T-type calcium channel HTS with 100,875 compounds. Binary Classification. Given a drug SMILES string, predict its activity (active/inactive) in a high-throughput screening assay against a specified biological target. The compound is S(=O)(=O)(Nc1ccccc1)c1cc(C(=O)N2CCCCC2)ccc1OC. The result is 0 (inactive).